Dataset: Full USPTO retrosynthesis dataset with 1.9M reactions from patents (1976-2016). Task: Predict the reactants needed to synthesize the given product. (1) Given the product [N:46]12[CH2:35][CH2:34][CH:43]([CH2:38][CH2:39]1)[C@H:42]([NH:44][C:26](=[O:28])[CH2:25][CH2:24][C:23]([NH:22][C@@H:6]([CH2:5][C:4]1[CH:30]=[C:31]([F:33])[CH:32]=[C:2]([F:1])[CH:3]=1)[C@H:7]([OH:21])[CH2:8][NH:9][C:10]1([C:13]3[CH:18]=[CH:17][CH:16]=[C:15]([CH2:19][CH3:20])[CH:14]=3)[CH2:12][CH2:11]1)=[O:29])[CH2:41]2.[CH:26]([OH:28])=[O:27], predict the reactants needed to synthesize it. The reactants are: [F:1][C:2]1[CH:3]=[C:4]([CH:30]=[C:31]([F:33])[CH:32]=1)[CH2:5][C@H:6]([NH:22][C:23](=[O:29])[CH2:24][CH2:25][C:26]([OH:28])=[O:27])[C@H:7]([OH:21])[CH2:8][NH:9][C:10]1([C:13]2[CH:18]=[CH:17][CH:16]=[C:15]([CH2:19][CH3:20])[CH:14]=2)[CH2:12][CH2:11]1.[CH2:34](Cl)[CH2:35]Cl.[CH:38]1[CH:39]=C[C:41]2[N:46](O)N=[N:44][C:42]=2[CH:43]=1. (2) Given the product [CH2:31]([O:30][C:28](=[O:29])[CH2:27][CH2:26][C:18]1[O:19][C:20]2[CH:25]=[CH:24][CH:23]=[CH:22][C:21]=2[C:17]=1[CH2:16][CH:12]1[CH2:13][CH2:14][CH2:15][NH:11]1)[CH3:32], predict the reactants needed to synthesize it. The reactants are: C(OC([N:11]1[CH2:15][CH2:14][CH2:13][CH:12]1[CH2:16][C:17]1[C:21]2[CH:22]=[CH:23][CH:24]=[CH:25][C:20]=2[O:19][C:18]=1[CH:26]=[CH:27][C:28]([O:30][CH2:31][CH3:32])=[O:29])=O)C1C=CC=CC=1. (3) Given the product [N:28]1[CH:27]=[CH:26][CH:25]=[N:30][C:29]=1[O:31][C:32]1[CH:37]=[CH:36][CH:35]=[CH:34][C:33]=1[C:49]([OH:51])=[O:50], predict the reactants needed to synthesize it. The reactants are: COC1N=C(SC2C=CC=C(Cl)C=2C([O-])=O)N=C(OC)C=1.[Na+].CO[C:25]1[N:30]=[C:29]([O:31][C:32]2[CH:37]=[CH:36][CH:35]=[C:34](OC3N=C(OC)C=C(OC)N=3)[C:33]=2[C:49]([O-:51])=[O:50])[N:28]=[C:27](OC)[CH:26]=1.[Na+].C/C(/C1C=CC=C(OC2N=C(OC)C=C(OC)N=2)C=1C(OC)=O)=N/OC.COC1N=C(OC2C=CC=C(OC3N=C(OC)C=C(OC)N=3)C=2C(ON=C(C2C=CC=CC=2)C2C=CC=CC=2)=O)N=C(OC)C=1.CC1OC(=O)C2C(SC3N=C(OC)C=C(OC)N=3)=CC=CC1=2.COCC1C=CC=C(C(O)C2N=C(OC)C=C(OC)N=2)C=1NS(C(F)F)(=O)=O. (4) Given the product [C:1]([O:4][C:5]1[CH:13]=[CH:12][C:11]([C:14](=[O:22])[CH2:15][CH2:16][CH2:17][CH2:18][CH2:19][CH2:20][CH3:21])=[CH:10][C:6]=1[C:7]([Cl:25])=[O:8])(=[O:3])[CH3:2], predict the reactants needed to synthesize it. The reactants are: [C:1]([O:4][C:5]1[CH:13]=[CH:12][C:11]([C:14](=[O:22])[CH2:15][CH2:16][CH2:17][CH2:18][CH2:19][CH2:20][CH3:21])=[CH:10][C:6]=1[C:7](O)=[O:8])(=[O:3])[CH3:2].S(Cl)([Cl:25])=O. (5) Given the product [CH3:19][O:20][C:21]1[CH:22]=[CH:23][C:24]([CH2:27][C:28]2[N:30]=[CH:4][C:5]3[CH2:6][C:7](=[O:17])[NH:8][C:9]4[CH:16]=[CH:15][CH:14]=[CH:13][C:10]=4[C:11]=3[N:29]=2)=[CH:25][CH:26]=1, predict the reactants needed to synthesize it. The reactants are: CN([CH:4]=[C:5]1[C:11](=O)[C:10]2[CH:13]=[CH:14][CH:15]=[CH:16][C:9]=2[NH:8][C:7](=[O:17])[CH2:6]1)C.Cl.[CH3:19][O:20][C:21]1[CH:26]=[CH:25][C:24]([CH2:27][C:28]([NH2:30])=[NH:29])=[CH:23][CH:22]=1. (6) Given the product [F:1][C:2]1[CH:7]=[CH:6][C:5]([C:8]2[CH:13]=[CH:12][N:11]=[CH:10][C:9]=2[NH:14][C:16](=[O:17])[O:18][C:19]([CH3:22])([CH3:21])[CH3:20])=[C:4]([CH3:15])[CH:3]=1, predict the reactants needed to synthesize it. The reactants are: [F:1][C:2]1[CH:7]=[CH:6][C:5]([C:8]2[CH:13]=[CH:12][N:11]=[CH:10][C:9]=2[NH2:14])=[C:4]([CH3:15])[CH:3]=1.[C:16](O[C:16]([O:18][C:19]([CH3:22])([CH3:21])[CH3:20])=[O:17])([O:18][C:19]([CH3:22])([CH3:21])[CH3:20])=[O:17]. (7) Given the product [ClH:34].[F:1][C:2]1[CH:3]=[C:4]2[C:9](=[CH:10][CH:11]=1)[N:8]=[C:7]([C:12]1[CH:17]=[CH:16][CH:15]=[CH:14][C:13]=1[OH:18])[N:6]=[C:5]2[N:19]1[CH2:24][CH2:23][N:22]([C:25](=[O:33])[C@H:26]([OH:32])[CH2:27][C:28]([CH3:29])([CH3:30])[CH3:31])[CH2:21][CH2:20]1, predict the reactants needed to synthesize it. The reactants are: [F:1][C:2]1[CH:3]=[C:4]2[C:9](=[CH:10][CH:11]=1)[N:8]=[C:7]([C:12]1[CH:17]=[CH:16][CH:15]=[CH:14][C:13]=1[OH:18])[N:6]=[C:5]2[N:19]1[CH2:24][CH2:23][N:22]([C:25](=[O:33])[C@H:26]([OH:32])[CH2:27][C:28]([CH3:31])([CH3:30])[CH3:29])[CH2:21][CH2:20]1.[ClH:34].CCOCC. (8) Given the product [OH:1][CH2:2][C:3]1[CH:19]=[CH:18][C:6]([CH2:7]/[C:8](=[C:48](\[CH:24]([CH3:25])[CH3:23])/[C:47]([O:50][CH3:51])=[O:49])/[C:9]([O:11][CH3:12])=[O:10])=[CH:5][CH:4]=1, predict the reactants needed to synthesize it. The reactants are: [OH:1][CH2:2][C:3]1[CH:19]=[CH:18][C:6]([CH2:7][C:8]2[C:9]([O:11][C:12](=O)C=2C(C)C)=[O:10])=[CH:5][CH:4]=1.CO.O1C[CH2:25][CH2:24][CH2:23]1.C[Si](C=[N+]=[N-])(C)C.CCCCCC.C1(C)C=CC=CC=1.[C:47]([O:50][CH2:51]C)(=[O:49])[CH3:48]. (9) Given the product [NH2:11][C@H:12]1[CH2:17][CH2:16][C@@H:15]([NH:18][C:19](=[O:25])[O:20][C:21]([CH3:22])([CH3:23])[CH3:24])[CH2:14][C@H:13]1[CH2:26][S:27][C:30]([CH3:33])([CH3:32])[CH3:31], predict the reactants needed to synthesize it. The reactants are: C(OC([NH:11][C@H:12]1[CH2:17][CH2:16][C@@H:15]([NH:18][C:19](=[O:25])[O:20][C:21]([CH3:24])([CH3:23])[CH3:22])[CH2:14][C@H:13]1[CH2:26][S:27]([C:30]([CH3:33])([CH3:32])[CH3:31])(=O)=O)=O)C1C=CC=CC=1. (10) The reactants are: BrCCBr.C[Si](Cl)(C)C.[C:10]([N:17]1[CH2:20][CH:19](I)[CH2:18]1)([O:12][C:13]([CH3:16])([CH3:15])[CH3:14])=[O:11].[Cl:22][C:23]1[C:28](Cl)=[N:27][CH:26]=[CH:25][N:24]=1.C(Cl)Cl. Given the product [Cl:22][C:23]1[C:28]([CH:19]2[CH2:20][N:17]([C:10]([O:12][C:13]([CH3:16])([CH3:15])[CH3:14])=[O:11])[CH2:18]2)=[N:27][CH:26]=[CH:25][N:24]=1, predict the reactants needed to synthesize it.